Dataset: Cav3 T-type calcium channel HTS with 100,875 compounds. Task: Binary Classification. Given a drug SMILES string, predict its activity (active/inactive) in a high-throughput screening assay against a specified biological target. (1) The drug is O=C1NC(c2c(C1)cccc2)c1ccc(cc1)C. The result is 0 (inactive). (2) The molecule is s1c2c(nc1NC(=O)C(C)C)cc1OCOc1c2. The result is 0 (inactive). (3) The molecule is O(C(=O)C1C(C1)C(NC(=O)c1ccccc1)c1ccccc1)C. The result is 0 (inactive). (4) The compound is O=C(N1C2CCC1C(=C(C2)c1c(OC)c(OC)ccc1)C(OC)=O)NC(C)C. The result is 0 (inactive). (5) The compound is Fc1ccc(C2N(C(=O)CCC2C(=O)NCCN(CC)CC)c2ccc(OC)cc2)cc1. The result is 0 (inactive). (6) The drug is S(=O)(=O)(Nc1sccn1)c1ccc(NC(=O)CSc2nc(cc(n2)C)C)cc1. The result is 0 (inactive). (7) The compound is S1CC(C(O)(CC1)c1ccccc1)CN(C)C. The result is 0 (inactive). (8) The compound is S1(=O)(=O)C(CC(=O)N(c2c1cccc2)CC(=O)N1CCN(CC1)CCC)(C)C. The result is 0 (inactive). (9) The drug is S(c1n(c(nn1)C1CC1)c1ccccc1)CC(=O)NC(=O)c1n(ccc1)C. The result is 0 (inactive).